This data is from CYP3A4 inhibition data for predicting drug metabolism from PubChem BioAssay. The task is: Regression/Classification. Given a drug SMILES string, predict its absorption, distribution, metabolism, or excretion properties. Task type varies by dataset: regression for continuous measurements (e.g., permeability, clearance, half-life) or binary classification for categorical outcomes (e.g., BBB penetration, CYP inhibition). Dataset: cyp3a4_veith. (1) The compound is CCOc1ccc(NC(=O)CN2CCN(S(=O)(=O)c3ccc(Cl)cc3)CC2)cc1. The result is 1 (inhibitor). (2) The drug is CCCC/C=C/C(NC(=O)c1ccc(C(=O)OC)cc1)c1ccccc1. The result is 0 (non-inhibitor). (3) The drug is Nc1[nH]n2c(=O)c3c(nc2c1N=Nc1ccccc1)CCCC3. The result is 1 (inhibitor).